This data is from Forward reaction prediction with 1.9M reactions from USPTO patents (1976-2016). The task is: Predict the product of the given reaction. (1) Given the reactants C(O)(=O)C(O)=O.[CH:7]12[CH:12]([C:13]([O:15][CH2:16][CH3:17])=[O:14])[CH:11]1[CH2:10][NH:9][CH2:8]2.C(=O)([O-])[O-].[Na+].[Na+].[CH3:24][C:25]([O:28][C:29](O[C:29]([O:28][C:25]([CH3:27])([CH3:26])[CH3:24])=[O:30])=[O:30])([CH3:27])[CH3:26], predict the reaction product. The product is: [CH:11]12[CH:12]([C:13]([O:15][CH2:16][CH3:17])=[O:14])[CH:7]1[CH2:8][N:9]([C:29]([O:28][C:25]([CH3:27])([CH3:26])[CH3:24])=[O:30])[CH2:10]2. (2) The product is: [C:13](=[C:1]1[CH2:2][CH:3]=[CH:4][C:5](=[C:7]=[O:8])[C:6]1=[C:34]=[O:38])=[O:14]. Given the reactants [C:1]1([C:13](Cl)=[O:14])[CH:6]=[C:5]([C:7](Cl)=[O:8])[CH:4]=[C:3](C(Cl)=O)[CH:2]=1.C1(N)C=CC=C(N)C=1.NC1C=CC=CC=1.O.CN1CCC[C:34]1=[O:38], predict the reaction product.